Dataset: Catalyst prediction with 721,799 reactions and 888 catalyst types from USPTO. Task: Predict which catalyst facilitates the given reaction. (1) Reactant: [O:1]1[CH2:3][C@H:2]1[C:4]([O:6][CH3:7])=[O:5].FC(F)(F)S([O-])(=O)=O.[Mg+2].FC(F)(F)S([O-])(=O)=[O:20].[CH3:25][CH:26](O)[CH3:27]. Product: [OH:20][C@@H:2]([CH2:3][O:1][CH:26]([CH3:27])[CH3:25])[C:4]([O:6][CH3:7])=[O:5]. The catalyst class is: 13. (2) Reactant: [Cl:1][C:2]1[CH:10]=[C:9]2[C:5]([C:6]([C:16](=[O:21])C(F)(F)F)=[CH:7][N:8]2[CH2:11][CH2:12][CH:13]([CH3:15])[CH3:14])=[CH:4][CH:3]=1.[OH-:22].[Na+]. Product: [Cl:1][C:2]1[CH:10]=[C:9]2[C:5]([C:6]([C:16]([OH:21])=[O:22])=[CH:7][N:8]2[CH2:11][CH2:12][CH:13]([CH3:14])[CH3:15])=[CH:4][CH:3]=1. The catalyst class is: 6. (3) Reactant: [C:1]([NH:8][C:9]1[CH:14]=[CH:13][C:12](B2OC(C)(C)C(C)(C)O2)=[CH:11][CH:10]=1)([O:3][C:4]([CH3:7])([CH3:6])[CH3:5])=[O:2].[CH2:24]([N:31]1[C:35](=[O:36])[CH:34]=[CH:33][C:32]1=[O:37])[C:25]1[CH:30]=[CH:29][CH:28]=[CH:27][CH:26]=1.[OH-].[K+]. Product: [C:4]([O:3][C:1](=[O:2])[NH:8][C:9]1[CH:10]=[CH:11][C:12]([CH:34]2[CH2:33][C:32](=[O:37])[N:31]([CH2:24][C:25]3[CH:30]=[CH:29][CH:28]=[CH:27][CH:26]=3)[C:35]2=[O:36])=[CH:13][CH:14]=1)([CH3:5])([CH3:6])[CH3:7]. The catalyst class is: 38.